This data is from Full USPTO retrosynthesis dataset with 1.9M reactions from patents (1976-2016). The task is: Predict the reactants needed to synthesize the given product. Given the product [Cl:16][C:17]1[CH:24]=[C:23]([F:25])[CH:22]=[CH:21][C:18]=1[CH2:19][NH:20][C:13]([NH:14][C:5](=[O:6])[C:4]1[CH:8]=[CH:9][C:10]([F:11])=[C:2]([F:1])[CH:3]=1)=[S:12], predict the reactants needed to synthesize it. The reactants are: [F:1][C:2]1[CH:3]=[C:4]([CH:8]=[CH:9][C:10]=1[F:11])[C:5](Cl)=[O:6].[S-:12][C:13]#[N:14].[K+].[Cl:16][C:17]1[CH:24]=[C:23]([F:25])[CH:22]=[CH:21][C:18]=1[CH2:19][NH2:20].